This data is from Reaction yield outcomes from USPTO patents with 853,638 reactions. The task is: Predict the reaction yield, written as a fraction of the theoretical maximum amount of product (1.0 means a 100% yield; for example, 0.34 means a 34% yield). (1) The reactants are [CH3:1][O:2][C:3]1[CH:20]=[CH:19][C:6]([CH2:7][N:8]2[C:12]3=[N:13][CH:14]=[CH:15][C:16](Cl)=[C:11]3[C:10]([I:18])=[N:9]2)=[CH:5][CH:4]=1.[F:21][C:22]1[CH:23]=[C:24]([NH:29][C:30]2[N:45]=[CH:44][CH:43]=[CH:42][C:31]=2[C:32]([NH:34][C:35]2[CH:40]=[CH:39][C:38]([F:41])=[CH:37][CH:36]=2)=[O:33])[CH:25]=[CH:26][C:27]=1[OH:28].C(=O)([O-])[O-].[Cs+].[Cs+].BrC1C=CC=CC=1. No catalyst specified. The product is [CH3:1][O:2][C:3]1[CH:20]=[CH:19][C:6]([CH2:7][N:8]2[C:12]3=[N:13][CH:14]=[CH:15][C:16]([O:28][C:27]4[CH:26]=[CH:25][C:24]([NH:29][C:30]5[N:45]=[CH:44][CH:43]=[CH:42][C:31]=5[C:32]([NH:34][C:35]5[CH:36]=[CH:37][C:38]([F:41])=[CH:39][CH:40]=5)=[O:33])=[CH:23][C:22]=4[F:21])=[C:11]3[C:10]([I:18])=[N:9]2)=[CH:5][CH:4]=1. The yield is 0.710. (2) The reactants are Cl[C:2]1[C:7]([N+:8]([O-:10])=[O:9])=[CH:6][C:5]([C:11]([F:14])([F:13])[F:12])=[CH:4][N:3]=1.[CH3:15][S:16][C:17]1[S:18][C:19]2[CH:25]=[C:24]([CH2:26][NH2:27])[CH:23]=[CH:22][C:20]=2[N:21]=1.C(N(CC)CC)C. The catalyst is CN(C=O)C.CCOC(C)=O. The product is [CH3:15][S:16][C:17]1[S:18][C:19]2[CH:25]=[C:24]([CH2:26][NH:27][C:2]3[C:7]([N+:8]([O-:10])=[O:9])=[CH:6][C:5]([C:11]([F:14])([F:13])[F:12])=[CH:4][N:3]=3)[CH:23]=[CH:22][C:20]=2[N:21]=1. The yield is 0.847. (3) The reactants are ClC1C=CC=C2C=1OC1(CCN(C(OC(C)(C)C)=O)CC1)CC2=O.[F:25][C:26]1[CH:47]=[C:46]2[C:29]([C:30](=[O:48])[CH2:31][C:32]3([O:45]2)[CH2:37][CH2:36][N:35]([C:38]([O:40][C:41]([CH3:44])([CH3:43])[CH3:42])=[O:39])[CH2:34][CH2:33]3)=[CH:28][CH:27]=1. No catalyst specified. The product is [F:25][C:26]1[CH:47]=[C:46]2[C:29]([CH:30]([OH:48])[CH2:31][C:32]3([O:45]2)[CH2:33][CH2:34][N:35]([C:38]([O:40][C:41]([CH3:44])([CH3:43])[CH3:42])=[O:39])[CH2:36][CH2:37]3)=[CH:28][CH:27]=1. The yield is 0.950.